Dataset: Reaction yield outcomes from USPTO patents with 853,638 reactions. Task: Predict the reaction yield, written as a fraction of the theoretical maximum amount of product (1.0 means a 100% yield; for example, 0.34 means a 34% yield). (1) The reactants are [F:1][C:2]1[CH:7]=[C:6]([C:8]2[CH:16]=[C:15]3[C:11]([C:12]([C:17]4[NH:18][C:19]5[CH2:24][CH2:23][NH:22][CH2:21][C:20]=5[N:25]=4)=[N:13][NH:14]3)=[CH:10][CH:9]=2)[C:5]([CH2:26][C:27]([F:30])([F:29])[F:28])=[CH:4][C:3]=1[OH:31].CC([O-])=O.[K+].[F:37][C:38]1[CH:45]=[CH:44][C:41]([CH:42]=O)=[CH:40][CH:39]=1.C(O[BH-](OC(=O)C)OC(=O)C)(=O)C.[Na+]. The catalyst is CO. The product is [F:1][C:2]1[CH:7]=[C:6]([C:8]2[CH:16]=[C:15]3[C:11]([C:12]([C:17]4[NH:18][C:19]5[CH2:24][CH2:23][N:22]([CH2:42][C:41]6[CH:44]=[CH:45][C:38]([F:37])=[CH:39][CH:40]=6)[CH2:21][C:20]=5[N:25]=4)=[N:13][NH:14]3)=[CH:10][CH:9]=2)[C:5]([CH2:26][C:27]([F:28])([F:29])[F:30])=[CH:4][C:3]=1[OH:31]. The yield is 0.303. (2) The reactants are [F:1][C:2]1[CH:3]=[CH:4][C:5]([CH2:8][NH:9][C:10](=O)[CH3:11])=[N:6][CH:7]=1.P(Cl)(Cl)(Cl)=O. The catalyst is C1(C)C=CC=CC=1. The product is [F:1][C:2]1[CH:3]=[CH:4][C:5]2[N:6]([C:10]([CH3:11])=[N:9][CH:8]=2)[CH:7]=1. The yield is 0.440. (3) The reactants are [Cl:1][C:2]1[CH:7]=[CH:6][CH:5]=[CH:4][C:3]=1[NH:8][C:9]([C:12]1[S:25][C:15]2[C:16]3[CH:24]=[N:23][CH:22]=[CH:21][C:17]=3[O:18][CH2:19][CH2:20][C:14]=2[CH:13]=1)=[N:10][NH2:11].[CH2:26](OC(OCC)OCC)C. No catalyst specified. The product is [S:25]1[C:15]2[C:16]3[CH:24]=[N:23][CH:22]=[CH:21][C:17]=3[O:18][CH2:19][CH2:20][C:14]=2[CH:13]=[C:12]1[C:9]1[N:8]([C:3]2[CH:4]=[CH:5][CH:6]=[CH:7][C:2]=2[Cl:1])[CH:26]=[N:11][N:10]=1. The yield is 0.380. (4) The reactants are [C:1]([O:5][C:6]([N:8]([C:49]([O:51][C:52]([CH3:55])([CH3:54])[CH3:53])=[O:50])[C:9]1[N:10]=[CH:11][C:12]([N:36]2[CH2:40][C@@H:39]3[CH2:41][CH2:42][CH:43](CS([O-])(=O)=O)[C@H:38]3[CH2:37]2)=[N:13][C:14]=1[C:15]1[O:16][C:17]([C:20]2[CH:25]=[CH:24][C:23]([CH2:26][N:27]([C:29]([O:31][C:32]([CH3:35])([CH3:34])[CH3:33])=[O:30])[CH3:28])=[CH:22][CH:21]=2)=[N:18][N:19]=1)=[O:7])([CH3:4])([CH3:3])[CH3:2].[N-:56]=[N+:57]=[N-:58].[Na+]. The catalyst is CN(C=O)C. The product is [N:56]([CH:43]1[C@@H:38]2[CH2:37][N:36]([C:12]3[N:13]=[C:14]([C:15]4[O:16][C:17]([C:20]5[CH:25]=[CH:24][C:23]([CH2:26][N:27]([CH3:28])[C:29](=[O:30])[O:31][C:32]([CH3:33])([CH3:35])[CH3:34])=[CH:22][CH:21]=5)=[N:18][N:19]=4)[C:9]([N:8]([C:49]([O:51][C:52]([CH3:54])([CH3:53])[CH3:55])=[O:50])[C:6]([O:5][C:1]([CH3:2])([CH3:4])[CH3:3])=[O:7])=[N:10][CH:11]=3)[CH2:40][C@@H:39]2[CH2:41][CH2:42]1)=[N+:57]=[N-:58]. The yield is 0.930. (5) The reactants are [O:1]1[C:5]2[CH:6]=[CH:7][C:8]([CH2:10][NH2:11])=[CH:9][C:4]=2[O:3][CH2:2]1.[N:12]1[CH:17]=[CH:16][CH:15]=[CH:14][C:13]=1[CH2:18][CH2:19][NH2:20]. No catalyst specified. The product is [O:1]1[C:5]2[CH:6]=[CH:7][C:8]([CH2:10][NH:11][C:4](=[O:3])[C:5]([NH:20][CH2:19][CH2:18][C:13]3[CH:14]=[CH:15][CH:16]=[CH:17][N:12]=3)=[O:1])=[CH:9][C:4]=2[O:3][CH2:2]1. The yield is 0.350. (6) The product is [F:27][C:24]1[CH:23]=[CH:22][C:21]([O:20][CH2:19][C:17]2[N:18]=[C:13]3[S:12][C:11]([CH3:29])=[C:10]([CH:8]4[CH2:9][CH:7]4[CH2:6][C:30]#[N:31])[N:14]3[C:15](=[O:28])[CH:16]=2)=[CH:26][CH:25]=1. The yield is 0.210. The reactants are CS(O[CH2:6][CH:7]1[CH2:9][CH:8]1[C:10]1[N:14]2[C:15](=[O:28])[CH:16]=[C:17]([CH2:19][O:20][C:21]3[CH:26]=[CH:25][C:24]([F:27])=[CH:23][CH:22]=3)[N:18]=[C:13]2[S:12][C:11]=1[CH3:29])(=O)=O.[C-:30]#[N:31].[Na+].O.C(=O)(O)[O-].[NH4+]. The catalyst is CS(C)=O.ClCCl.C(#N)C.